Task: Predict the reactants needed to synthesize the given product.. Dataset: Full USPTO retrosynthesis dataset with 1.9M reactions from patents (1976-2016) (1) Given the product [F:20][C:11]1[CH:12]=[C:13]([C:16]([OH:19])([CH3:17])[CH3:18])[CH:14]=[CH:15][C:10]=1[C:4]1[S:3][C:2]([NH:1][C:26]2[CH:27]=[CH:22][N:23]=[C:24]([CH:28]([OH:33])[C:29]([F:32])([F:30])[F:31])[N:25]=2)=[C:6]([C:7]([NH2:9])=[O:8])[CH:5]=1, predict the reactants needed to synthesize it. The reactants are: [NH2:1][C:2]1[S:3][C:4]([C:10]2[CH:15]=[CH:14][C:13]([C:16]([OH:19])([CH3:18])[CH3:17])=[CH:12][C:11]=2[F:20])=[CH:5][C:6]=1[C:7]([NH2:9])=[O:8].Cl[C:22]1[CH:27]=[CH:26][N:25]=[C:24]([CH:28]([OH:33])[C:29]([F:32])([F:31])[F:30])[N:23]=1. (2) Given the product [Br:11][C:8]1[CH:7]=[C:6]2[C:5](=[CH:10][CH:9]=1)[C:4](=[O:20])[N:24]([CH:21]([CH3:23])[CH3:22])[CH:12]2[C:13]1[CH:14]=[CH:15][CH:16]=[CH:17][CH:18]=1, predict the reactants needed to synthesize it. The reactants are: C(O[C:4](=[O:20])[C:5]1[CH:10]=[CH:9][C:8]([Br:11])=[CH:7][C:6]=1[C:12](=O)[C:13]1[CH:18]=[CH:17][CH:16]=[CH:15][CH:14]=1)C.[CH:21]([NH2:24])([CH3:23])[CH3:22].C([BH3-])#N.[Na+]. (3) Given the product [CH3:1][O:2][N:3]([CH3:27])[C:4]([C:6]1[C:11]([N:12]([S:13]([C:16]2[CH:21]=[CH:20][C:19]([Cl:22])=[C:18]([C:23]([F:26])([F:24])[F:25])[CH:17]=2)(=[O:15])=[O:14])[CH2:34][O:35][CH3:36])=[CH:10][CH:9]=[CH:8][N:7]=1)=[O:5], predict the reactants needed to synthesize it. The reactants are: [CH3:1][O:2][N:3]([CH3:27])[C:4]([C:6]1[C:11]([NH:12][S:13]([C:16]2[CH:21]=[CH:20][C:19]([Cl:22])=[C:18]([C:23]([F:26])([F:25])[F:24])[CH:17]=2)(=[O:15])=[O:14])=[CH:10][CH:9]=[CH:8][N:7]=1)=[O:5].C(=O)([O-])[O-].[K+].[K+].[CH3:34][O:35][CH2:36]Cl.COCNC(C1C(N(COC)S(C2C=CC(Cl)=C(C(F)(F)F)C=2)(=O)=O)=CC(Cl)=CN=1)=O. (4) Given the product [Cl:1][C:2]1[CH:3]=[C:4]2[C:9](=[CH:10][C:11]=1[O:12][CH3:13])[NH:8][C:7]([CH3:14])=[C:6]([C:15]1[CH:20]=[CH:19][C:18]([O:21][C:22]3[CH:27]=[CH:26][C:25]([O:28][C:29]([F:30])([F:32])[F:31])=[CH:24][CH:23]=3)=[CH:17][CH:16]=1)[C:5]2=[O:33], predict the reactants needed to synthesize it. The reactants are: [Cl:1][C:2]1[CH:3]=[C:4]2[C:9](=[CH:10][C:11]=1[O:12][CH3:13])[N:8]=[C:7]([CH3:14])[C:6]([C:15]1[CH:20]=[CH:19][C:18]([O:21][C:22]3[CH:27]=[CH:26][C:25]([O:28][C:29]([F:32])([F:31])[F:30])=[CH:24][CH:23]=3)=[CH:17][CH:16]=1)=[C:5]2[O:33]CC.Br. (5) Given the product [Cl:1][C:2]1[CH:3]=[CH:4][C:5]([C@@H:8]([NH:13][C:14]2[CH:15]=[CH:16][C:17]([F:38])=[C:18]([C@:20]3([CH:35]([F:36])[F:37])[C@@H:26]4[C@@H:24]([CH2:25]4)[O:23][C:22]([NH2:27])=[N:21]3)[CH:19]=2)[C:9]([F:10])([F:11])[F:12])=[N:6][CH:7]=1.[Cl:1][C:2]1[CH:3]=[CH:4][C:5]([C@H:8]([NH:13][C:14]2[CH:15]=[CH:16][C:17]([F:38])=[C:18]([C@:20]3([CH:35]([F:36])[F:37])[C@@H:26]4[C@@H:24]([CH2:25]4)[O:23][C:22]([NH2:27])=[N:21]3)[CH:19]=2)[C:9]([F:10])([F:11])[F:12])=[N:6][CH:7]=1, predict the reactants needed to synthesize it. The reactants are: [Cl:1][C:2]1[CH:3]=[CH:4][C:5]([C@@H:8]([NH:13][C:14]2[CH:15]=[CH:16][C:17]([F:38])=[C:18]([C@:20]3([CH:35]([F:37])[F:36])[C@@H:26]4[C@@H:24]([CH2:25]4)[O:23][C:22]([NH:27]C(=O)OC(C)(C)C)=[N:21]3)[CH:19]=2)[C:9]([F:12])([F:11])[F:10])=[N:6][CH:7]=1.C(=O)([O-])N.FC(F)(F)C(O)=O.